Task: Predict which catalyst facilitates the given reaction.. Dataset: Catalyst prediction with 721,799 reactions and 888 catalyst types from USPTO Reactant: N#N.Br[C:4]1[CH:5]=[C:6]([CH:30]=[CH:31][CH:32]=1)[CH2:7][C:8]1[O:12][C:11]([C:13]2[O:17][N:16]=[C:15]([C:18]3[CH:23]=[CH:22][C:21]([O:24][C:25]([F:28])([F:27])[F:26])=[CH:20][CH:19]=3)[N:14]=2)=[N:10][C:9]=1[CH3:29].CC(C1C=C(C(C)C)C(C2C=CC=CC=2P(C2CCCCC2)C2CCCCC2)=C(C(C)C)C=1)C.[C:67]([O-])([O-:69])=[O:68].[Cs+].[Cs+].[CH3:73][N:74]1[CH2:79][CH2:78][NH:77][CH2:76][CH2:75]1. Product: [F:28][C:25]([F:26])([F:27])[C:67]([O-:69])=[O:68].[CH3:73][NH+:74]1[CH2:79][CH2:78][N:77]([C:4]2[CH:32]=[CH:31][CH:30]=[C:6]([CH2:7][C:8]3[O:12][C:11]([C:13]4[O:17][N:16]=[C:15]([C:18]5[CH:23]=[CH:22][C:21]([O:24][C:25]([F:28])([F:27])[F:26])=[CH:20][CH:19]=5)[N:14]=4)=[N:10][C:9]=3[CH3:29])[CH:5]=2)[CH2:76][CH2:75]1. The catalyst class is: 102.